This data is from NCI-60 drug combinations with 297,098 pairs across 59 cell lines. The task is: Regression. Given two drug SMILES strings and cell line genomic features, predict the synergy score measuring deviation from expected non-interaction effect. (1) Drug 1: CN(C)N=NC1=C(NC=N1)C(=O)N. Drug 2: CN(CCCl)CCCl.Cl. Cell line: IGROV1. Synergy scores: CSS=26.7, Synergy_ZIP=-3.86, Synergy_Bliss=2.24, Synergy_Loewe=-6.42, Synergy_HSA=3.30. (2) Synergy scores: CSS=-2.26, Synergy_ZIP=5.00, Synergy_Bliss=6.88, Synergy_Loewe=0.0312, Synergy_HSA=2.31. Cell line: HCT-15. Drug 1: CC1=C(C(=CC=C1)Cl)NC(=O)C2=CN=C(S2)NC3=CC(=NC(=N3)C)N4CCN(CC4)CCO. Drug 2: CN1C2=C(C=C(C=C2)N(CCCl)CCCl)N=C1CCCC(=O)O.Cl.